From a dataset of Full USPTO retrosynthesis dataset with 1.9M reactions from patents (1976-2016). Predict the reactants needed to synthesize the given product. (1) Given the product [CH3:13][O:14][C:15]1[CH:16]=[CH:17][C:18]([CH2:19][N:20]([CH3:28])[C:21]2[N:22]=[C:23]([F:27])[C:24]([B:31]([OH:36])[OH:32])=[CH:25][CH:26]=2)=[CH:29][CH:30]=1, predict the reactants needed to synthesize it. The reactants are: C(NC(C)C)(C)C.C([Li])CCC.[CH3:13][O:14][C:15]1[CH:30]=[CH:29][C:18]([CH2:19][N:20]([CH3:28])[C:21]2[CH:26]=[CH:25][CH:24]=[C:23]([F:27])[N:22]=2)=[CH:17][CH:16]=1.[B:31](OC(C)C)([O:36]C(C)C)[O:32]C(C)C.[Cl-].[NH4+]. (2) Given the product [CH2:1]([C:3]1[CH:4]=[C:5]([CH:6]([OH:7])[CH3:23])[CH:8]=[CH:9][C:10]=1[N:11]([CH3:22])[C:12]1[N:17]=[CH:16][C:15]2[N:18]=[CH:19][N:20]([CH3:21])[C:14]=2[CH:13]=1)[CH3:2], predict the reactants needed to synthesize it. The reactants are: [CH2:1]([C:3]1[CH:4]=[C:5]([CH:8]=[CH:9][C:10]=1[N:11]([CH3:22])[C:12]1[N:17]=[CH:16][C:15]2[N:18]=[CH:19][N:20]([CH3:21])[C:14]=2[CH:13]=1)[CH:6]=[O:7])[CH3:2].[CH3:23][Mg]Br. (3) Given the product [F:28][C:29]1[CH:34]=[CH:33][C:32]([CH:35]([C:37]2[N:46]=[C:45]([NH:47][C:48]3[CH:52]=[C:51]([CH3:53])[NH:50][N:49]=3)[C:44]3[C:39](=[CH:40][C:41]([O:14][CH:15]4[CH2:16][CH2:17][NH:18][CH2:19][CH2:20]4)=[CH:42][CH:43]=3)[N:38]=2)[OH:36])=[CH:31][CH:30]=1, predict the reactants needed to synthesize it. The reactants are: ClCCN1CCOCC1.CS([O:14][CH:15]1[CH2:20][CH2:19][N:18](C(OC(C)(C)C)=O)[CH2:17][CH2:16]1)(=O)=O.[F:28][C:29]1[CH:34]=[CH:33][C:32]([CH:35]([C:37]2[N:46]=[C:45]([NH:47][C:48]3[CH:52]=[C:51]([CH3:53])[NH:50][N:49]=3)[C:44]3[C:39](=[CH:40][C:41](OC4CCCCN4C([O-])=O)=[CH:42][CH:43]=3)[N:38]=2)[OH:36])=[CH:31][CH:30]=1.Cl.O1CCOCC1. (4) Given the product [C:13]([C:14]([C:16]1[CH:21]=[CH:20][CH:19]=[CH:18][CH:17]=1)([OH:15])[C:11]#[C:10][Si:7]([CH3:9])([CH3:8])[CH3:6])([CH3:23])([CH3:12])[CH3:22], predict the reactants needed to synthesize it. The reactants are: [Li]CCCC.[CH3:6][Si:7]([C:10]#[CH:11])([CH3:9])[CH3:8].[CH3:12][C:13]([CH3:23])([CH3:22])[C:14]([C:16]1[CH:21]=[CH:20][CH:19]=[CH:18][CH:17]=1)=[O:15]. (5) The reactants are: [NH2:1][C:2]1[N:3]=[N:4][N:5]([CH2:7][C:8]#[N:9])[N:6]=1.[CH:10]1[C:23]2[CH:22]([C:24](Cl)=[O:25])[C:21]3[C:16](=[CH:17][CH:18]=[CH:19][CH:20]=3)[O:15][C:14]=2[CH:13]=[CH:12][CH:11]=1. Given the product [C:8]([CH2:7][N:5]1[N:4]=[N:3][C:2]([NH:1][C:24]([CH:22]2[C:23]3[CH:10]=[CH:11][CH:12]=[CH:13][C:14]=3[O:15][C:16]3[C:21]2=[CH:20][CH:19]=[CH:18][CH:17]=3)=[O:25])=[N:6]1)#[N:9], predict the reactants needed to synthesize it.